Dataset: Catalyst prediction with 721,799 reactions and 888 catalyst types from USPTO. Task: Predict which catalyst facilitates the given reaction. (1) Reactant: [N:1]1[CH:6]=[CH:5][CH:4]=[N:3][C:2]=1[O:7][C@H:8]1[CH2:13][CH2:12][C@H:11]([C:14]([OH:16])=O)[CH2:10][CH2:9]1.C(N(CC)CC)C.ClC(OCC)=O.O.[NH2:31][NH2:32]. The catalyst class is: 36. Product: [N:1]1[CH:6]=[CH:5][CH:4]=[N:3][C:2]=1[O:7][C@H:8]1[CH2:13][CH2:12][C@H:11]([C:14]([NH:31][NH2:32])=[O:16])[CH2:10][CH2:9]1. (2) Reactant: Cl[C:2]1[CH:7]=[C:6]([C:8]([F:11])([F:10])[F:9])[N:5]=[C:4]([C:12]2[CH:17]=[CH:16][CH:15]=[C:14]([Cl:18])[CH:13]=2)[N:3]=1.[NH2:19][C:20]1[CH:28]=[CH:27][C:23]([CH2:24][CH2:25][OH:26])=[CH:22][CH:21]=1. Product: [Cl:18][C:14]1[CH:13]=[C:12]([C:4]2[N:3]=[C:2]([NH:19][C:20]3[CH:28]=[CH:27][C:23]([CH2:24][CH2:25][OH:26])=[CH:22][CH:21]=3)[CH:7]=[C:6]([C:8]([F:11])([F:10])[F:9])[N:5]=2)[CH:17]=[CH:16][CH:15]=1. The catalyst class is: 37.